This data is from Forward reaction prediction with 1.9M reactions from USPTO patents (1976-2016). The task is: Predict the product of the given reaction. (1) Given the reactants [CH3:1][O:2][C:3]1[N:8]=[C:7]([O:9][CH3:10])[C:6]([N:11]2[C:15]([C:16]([O:18][CH2:19][CH3:20])=[O:17])=[C:14](I)[C:13]([CH3:22])=[N:12]2)=[CH:5][N:4]=1.[Cl:23][C:24]1[CH:31]=[CH:30][C:27]([CH:28]=[O:29])=[CH:26][CH:25]=1, predict the reaction product. The product is: [Cl:23][C:24]1[CH:31]=[CH:30][C:27]([CH:28]([OH:29])[C:14]2[C:13]([CH3:22])=[N:12][N:11]([C:6]3[C:7]([O:9][CH3:10])=[N:8][C:3]([O:2][CH3:1])=[N:4][CH:5]=3)[C:15]=2[C:16]([O:18][CH2:19][CH3:20])=[O:17])=[CH:26][CH:25]=1. (2) Given the reactants Cl.[CH3:2][C@@H:3]1[CH2:8][CH2:7][NH:6][CH2:5][C@@H:4]1[N:9]1[C:18]2[C:13](=[CH:14][N:15]=[C:16]3[NH:21][CH:20]=[CH:19][C:17]3=2)[C:12](=[O:22])[CH:11]=[CH:10]1.[F:23][C:24]1[C:31]([F:32])=[CH:30][CH:29]=[CH:28][C:25]=1[CH:26]=O.B.N1C=CC=CC=1C.C(=O)([O-])O.[Na+].[OH-].[Na+], predict the reaction product. The product is: [F:23][C:24]1[C:31]([F:32])=[CH:30][CH:29]=[CH:28][C:25]=1[CH2:26][N:6]1[CH2:7][CH2:8][C@@H:3]([CH3:2])[C@@H:4]([N:9]2[C:18]3[C:13](=[CH:14][N:15]=[C:16]4[NH:21][CH:20]=[CH:19][C:17]4=3)[C:12](=[O:22])[CH:11]=[CH:10]2)[CH2:5]1.